This data is from Forward reaction prediction with 1.9M reactions from USPTO patents (1976-2016). The task is: Predict the product of the given reaction. (1) Given the reactants [N:1]1[CH:6]=[CH:5][C:4]([C:7]#[C:8][C:9]2[CH:10]=[C:11]([O:28][C:29]([F:32])([F:31])[F:30])[CH:12]=[C:13]3[C:18]=2[O:17][CH:16]([C:19]([F:22])([F:21])[F:20])[C:15]([C:23]([O:25]CC)=[O:24])=[CH:14]3)=[CH:3][CH:2]=1, predict the reaction product. The product is: [N:1]1[CH:6]=[CH:5][C:4]([C:7]#[C:8][C:9]2[CH:10]=[C:11]([O:28][C:29]([F:32])([F:30])[F:31])[CH:12]=[C:13]3[C:18]=2[O:17][CH:16]([C:19]([F:22])([F:21])[F:20])[C:15]([C:23]([OH:25])=[O:24])=[CH:14]3)=[CH:3][CH:2]=1. (2) Given the reactants ClC[C:3]1([CH3:11])[CH:8]=[C:7]([CH3:9])[CH:6]=[C:5]([CH3:10])[CH2:4]1.[F:12][C:13]1[CH:14]=[C:15]([CH2:20][CH2:21][C:22]([O:24][CH2:25][CH3:26])=[O:23])[CH:16]=[CH:17][C:18]=1[OH:19].[C:27](=O)([O-])[O-].[K+].[K+].O, predict the reaction product. The product is: [F:12][C:13]1[CH:14]=[C:15]([CH2:20][CH2:21][C:22]([O:24][CH2:25][CH3:26])=[O:23])[CH:16]=[CH:17][C:18]=1[O:19][CH2:27][C:4]1[C:3]([CH3:11])=[CH:8][C:7]([CH3:9])=[CH:6][C:5]=1[CH3:10]. (3) Given the reactants C(=O)(O)[O-].[Na+].Cl[C:7]([O:9][CH2:10][C:11]1[CH:16]=[CH:15][CH:14]=[CH:13][CH:12]=1)=[O:8].[CH3:17][O:18][C:19]1[CH:20]=[N:21][CH:22]=[CH:23][C:24]=1[C:25]1[CH:31]=[CH:30][C:28]([NH2:29])=[C:27]([O:32][CH:33]([CH3:35])[CH3:34])[CH:26]=1.C(OCC)(=O)C, predict the reaction product. The product is: [CH2:10]([O:9][C:7](=[O:8])[NH:29][C:28]1[CH:30]=[CH:31][C:25]([C:24]2[CH:23]=[CH:22][N:21]=[CH:20][C:19]=2[O:18][CH3:17])=[CH:26][C:27]=1[O:32][CH:33]([CH3:35])[CH3:34])[C:11]1[CH:16]=[CH:15][CH:14]=[CH:13][CH:12]=1. (4) Given the reactants C[Si](C)(C)[N-][Si](C)(C)C.[Li+].C1COCC1.C1COCC1.[C:21]([O:25][C:26]([N:28]([C:37]1[CH:42]=[CH:41][C:40]([C:43]2[O:47][CH:46]=[N:45][CH:44]=2)=[CH:39][CH:38]=1)[N:29]=[CH:30][C:31]1[CH:36]=[CH:35][N:34]=[CH:33][CH:32]=1)=[O:27])([CH3:24])([CH3:23])[CH3:22].[I:48]I, predict the reaction product. The product is: [C:21]([O:25][C:26]([N:28]([C:37]1[CH:42]=[CH:41][C:40]([C:43]2[O:47][CH:46]=[N:45][C:44]=2[I:48])=[CH:39][CH:38]=1)[N:29]=[CH:30][C:31]1[CH:32]=[CH:33][N:34]=[CH:35][CH:36]=1)=[O:27])([CH3:24])([CH3:22])[CH3:23]. (5) The product is: [CH2:1]([O:3][C:4]([N:6]1[CH:11]2[CH2:12][CH2:13][CH:7]1[CH2:8][CH:9]([N:14]1[CH2:15][CH2:16][CH:17]([N:20]([C:21]3[CH:22]=[CH:23][C:24]([F:27])=[CH:25][CH:26]=3)[S:29]([CH3:28])(=[O:31])=[O:30])[CH2:18][CH2:19]1)[CH2:10]2)=[O:5])[CH3:2]. Given the reactants [CH2:1]([O:3][C:4]([N:6]1[CH:11]2[CH2:12][CH2:13][CH:7]1[CH2:8][CH:9]([N:14]1[CH2:19][CH2:18][CH:17]([NH:20][C:21]3[CH:26]=[CH:25][C:24]([F:27])=[CH:23][CH:22]=3)[CH2:16][CH2:15]1)[CH2:10]2)=[O:5])[CH3:2].[CH3:28][S:29](Cl)(=[O:31])=[O:30], predict the reaction product. (6) Given the reactants [Cl:1]N1C(=O)CCC1=O.[NH2:9][C:10]1[CH:15]=[CH:14][C:13]([CH2:16][C:17]([O:19][CH2:20][CH3:21])=[O:18])=[CH:12][CH:11]=1, predict the reaction product. The product is: [NH2:9][C:10]1[CH:11]=[CH:12][C:13]([CH2:16][C:17]([O:19][CH2:20][CH3:21])=[O:18])=[CH:14][C:15]=1[Cl:1]. (7) Given the reactants [O:1]([CH2:9][CH2:10][C:11]1[CH:16]=[CH:15][N+:14]([O-])=[CH:13][CH:12]=1)[Si:2]([C:5]([CH3:8])([CH3:7])[CH3:6])([CH3:4])[CH3:3].C[Si]([C:22]#[N:23])(C)C.CN(C)C(Cl)=O.C(=O)([O-])[O-].[K+].[K+], predict the reaction product. The product is: [O:1]([CH2:9][CH2:10][C:11]1[CH:16]=[CH:15][N:14]=[C:13]([C:22]#[N:23])[CH:12]=1)[Si:2]([C:5]([CH3:8])([CH3:7])[CH3:6])([CH3:4])[CH3:3].